From a dataset of Forward reaction prediction with 1.9M reactions from USPTO patents (1976-2016). Predict the product of the given reaction. (1) Given the reactants [OH:1][N:2]=[CH:3][C@H:4]([C:10]1[CH:15]=[CH:14][C:13]([O:16][CH2:17][C:18]2[CH:23]=[CH:22][CH:21]=[C:20]([C:24]3[CH:29]=[CH:28][C:27]([C:30]([F:33])([F:32])[F:31])=[CH:26][CH:25]=3)[CH:19]=2)=[CH:12][CH:11]=1)[CH2:5][C:6]([O:8][CH3:9])=[O:7].N1C=C[CH:37]=[CH:36][CH:35]=1.C1C(=O)N(Cl)C(=O)C1.CC#C, predict the reaction product. The product is: [F:33][C:30]([F:32])([F:31])[C:27]1[CH:26]=[CH:25][C:24]([C:20]2[CH:19]=[C:18]([CH:23]=[CH:22][CH:21]=2)[CH2:17][O:16][C:13]2[CH:12]=[CH:11][C:10]([C@@H:4]([C:3]3[CH:35]=[C:36]([CH3:37])[O:1][N:2]=3)[CH2:5][C:6]([O:8][CH3:9])=[O:7])=[CH:15][CH:14]=2)=[CH:29][CH:28]=1. (2) Given the reactants [F:1][C:2]1[CH:7]=[CH:6][C:5]([N:8]2[C:11](=[O:12])[C@H:10]([S:13][CH2:14][C:15]([C:17]3[CH:22]=[CH:21][C:20]([F:23])=[CH:19][CH:18]=3)=[O:16])[C@H:9]2[C:24]2[CH:41]=[CH:40][C:27]([O:28][CH2:29][C:30]([NH:32][C@@H:33]([C:37]([OH:39])=O)[CH:34]([CH3:36])[CH3:35])=[O:31])=[CH:26][CH:25]=2)=[CH:4][CH:3]=1.Cl.[NH2:43][CH2:44][C:45]([O:47]C(C)(C)C)=[O:46].CN1CCOCC1.CN(C(ON1N=NC2C=CC=CC1=2)=[N+](C)C)C.[B-](F)(F)(F)F.[BH4-].[Na+], predict the reaction product. The product is: [F:1][C:2]1[CH:7]=[CH:6][C:5]([N:8]2[C:11](=[O:12])[C@H:10]([S:13][CH2:14][CH:15]([C:17]3[CH:18]=[CH:19][C:20]([F:23])=[CH:21][CH:22]=3)[OH:16])[C@H:9]2[C:24]2[CH:25]=[CH:26][C:27]([O:28][CH2:29][C:30]([NH:32][C@@H:33]([C:37]([NH:43][CH2:44][C:45]([OH:47])=[O:46])=[O:39])[CH:34]([CH3:36])[CH3:35])=[O:31])=[CH:40][CH:41]=2)=[CH:4][CH:3]=1. (3) Given the reactants [CH3:1][N:2]([CH2:25][CH2:26][CH2:27][C:28]([OH:30])=O)[C:3]([C:5]1[CH:6]=[C:7]2[C:15](=[CH:16][CH:17]=1)[N:14]([CH3:18])[C:13]1[CH2:12][CH2:11][C@@H:10]([CH:19]3[CH2:24][CH2:23][O:22][CH2:21][CH2:20]3)[CH2:9][C:8]2=1)=[O:4].CN(C(ON1N=NC2C=CC=NC1=2)=[N+](C)C)C.F[P-](F)(F)(F)(F)F.[NH2:55][CH2:56][CH2:57][CH2:58][OH:59].C(N(CC)C(C)C)(C)C, predict the reaction product. The product is: [OH:59][CH2:58][CH2:57][CH2:56][NH:55][C:28](=[O:30])[CH2:27][CH2:26][CH2:25][N:2]([CH3:1])[C:3]([C:5]1[CH:6]=[C:7]2[C:15](=[CH:16][CH:17]=1)[N:14]([CH3:18])[C:13]1[CH2:12][CH2:11][C@@H:10]([CH:19]3[CH2:24][CH2:23][O:22][CH2:21][CH2:20]3)[CH2:9][C:8]2=1)=[O:4].